From a dataset of Full USPTO retrosynthesis dataset with 1.9M reactions from patents (1976-2016). Predict the reactants needed to synthesize the given product. (1) Given the product [CH3:20][O:21][C:22]1[CH:27]=[CH:26][C:25]([CH2:28][C:29]([NH2:1])=[O:30])=[CH:24][CH:23]=1, predict the reactants needed to synthesize it. The reactants are: [NH2:1]C1CCCCN1C([O-])=O.C(N(C(C)C)CC)(C)C.[CH3:20][O:21][C:22]1[CH:27]=[CH:26][C:25]([CH2:28][C:29](Cl)=[O:30])=[CH:24][CH:23]=1.O. (2) Given the product [F:36][C:2]([F:1])([F:37])[C:3]1[CH:4]=[C:5]([CH:29]=[C:30]([C:32]([F:33])([F:35])[F:34])[CH:31]=1)[CH2:6][N:7]1[C:11]([Cl:12])=[C:10]([C:13]2[O:17][N:16]=[C:15]([CH2:18][OH:19])[C:14]=2[C:20]([C:22]2[CH:27]=[CH:26][CH:25]=[CH:24][C:23]=2[N:38]2[CH2:43][CH2:42][O:41][CH2:40][CH2:39]2)=[O:21])[N:9]=[N:8]1, predict the reactants needed to synthesize it. The reactants are: [F:1][C:2]([F:37])([F:36])[C:3]1[CH:4]=[C:5]([CH:29]=[C:30]([C:32]([F:35])([F:34])[F:33])[CH:31]=1)[CH2:6][N:7]1[C:11]([Cl:12])=[C:10]([C:13]2[O:17][N:16]=[C:15]([CH2:18][OH:19])[C:14]=2[C:20]([C:22]2[CH:27]=[CH:26][CH:25]=[CH:24][C:23]=2Cl)=[O:21])[N:9]=[N:8]1.[NH:38]1[CH2:43][CH2:42][O:41][CH2:40][CH2:39]1. (3) Given the product [C:1]([C:5]1[CH:6]=[C:7]([Cl:22])[CH:8]=[C:9]2[C:14]=1[O:13][CH:12]([C:15]([F:16])([F:17])[F:18])[C:11]([C:19]([O-:21])=[O:20])=[CH:10]2)#[C:2][CH2:3][CH3:4].[Na+:24], predict the reactants needed to synthesize it. The reactants are: [C:1]([C:5]1[CH:6]=[C:7]([Cl:22])[CH:8]=[C:9]2[C:14]=1[O:13][CH:12]([C:15]([F:18])([F:17])[F:16])[C:11]([C:19]([OH:21])=[O:20])=[CH:10]2)#[C:2][CH2:3][CH3:4].[OH-].[Na+:24]. (4) The reactants are: [CH:1]1([NH:7][C:8]2[CH:15]=[C:14]([N:16]3[C:24]4[CH2:23][C:22]([CH3:26])([CH3:25])[CH2:21][C:20](=[O:27])[C:19]=4[C:18]([CH3:28])=[N:17]3)[CH:13]=[C:12]([F:29])[C:9]=2[C:10]#[N:11])[CH2:6][CH2:5][CH2:4][CH2:3][CH2:2]1.C1(N)CCCCC1.[OH-:37].[Na+].OO. Given the product [CH:1]1([NH:7][C:8]2[CH:15]=[C:14]([N:16]3[C:24]4[CH2:23][C:22]([CH3:26])([CH3:25])[CH2:21][C:20](=[O:27])[C:19]=4[C:18]([CH3:28])=[N:17]3)[CH:13]=[C:12]([F:29])[C:9]=2[C:10]([NH2:11])=[O:37])[CH2:6][CH2:5][CH2:4][CH2:3][CH2:2]1, predict the reactants needed to synthesize it. (5) Given the product [C:14]([C:16]1[C:17]([N:28]2[CH2:31][CH:30]([C:32](=[O:33])[NH:13][S:10]([CH2:9][C:3]3[CH:4]=[C:5]([CH3:8])[CH:6]=[CH:7][C:2]=3[F:1])(=[O:11])=[O:12])[CH2:29]2)=[N:18][C:19]([CH3:27])=[C:20]([CH:21]=1)[C:22]([O:24][CH2:25][CH3:26])=[O:23])#[N:15], predict the reactants needed to synthesize it. The reactants are: [F:1][C:2]1[CH:7]=[CH:6][C:5]([CH3:8])=[CH:4][C:3]=1[CH2:9][S:10]([NH2:13])(=[O:12])=[O:11].[C:14]([C:16]1[C:17]([N:28]2[CH2:31][CH:30]([C:32](O)=[O:33])[CH2:29]2)=[N:18][C:19]([CH3:27])=[C:20]([C:22]([O:24][CH2:25][CH3:26])=[O:23])[CH:21]=1)#[N:15].CN(C(ON1N=NC2C=CC=CC1=2)=[N+](C)C)C.[B-](F)(F)(F)F.CCN(C(C)C)C(C)C.C1CN([P+](Br)(N2CCCC2)N2CCCC2)CC1.F[P-](F)(F)(F)(F)F.